Dataset: Forward reaction prediction with 1.9M reactions from USPTO patents (1976-2016). Task: Predict the product of the given reaction. Given the reactants [CH3:1][C:2]([C:12]1[C:20]2[O:19][CH2:18][CH2:17][C:16]=2[CH:15]=[CH:14][CH:13]=1)([CH3:11])[CH2:3][C:4]1([C:7]([F:10])([F:9])[F:8])[CH2:6][O:5]1.[F:21][C:22]1[CH:27]=[C:26]([F:28])[CH:25]=[CH:24][C:23]=1[N:29]1[C:33]2=[N:34][C:35]([CH2:39][CH3:40])=[N:36][C:37]([NH2:38])=[C:32]2[CH:31]=[N:30]1, predict the reaction product. The product is: [F:21][C:22]1[CH:27]=[C:26]([F:28])[CH:25]=[CH:24][C:23]=1[N:29]1[C:33]2=[N:34][C:35]([CH2:39][CH3:40])=[N:36][C:37]([NH:38][CH2:6][C:4]([OH:5])([CH2:3][C:2]([C:12]3[C:20]4[O:19][CH2:18][CH2:17][C:16]=4[CH:15]=[CH:14][CH:13]=3)([CH3:11])[CH3:1])[C:7]([F:10])([F:9])[F:8])=[C:32]2[CH:31]=[N:30]1.